This data is from Forward reaction prediction with 1.9M reactions from USPTO patents (1976-2016). The task is: Predict the product of the given reaction. The product is: [CH3:1][C:2]1[C:13]([O:14][CH:15]([CH3:17])[CH3:16])=[CH:12][CH:11]=[CH:10][C:3]=1[C:4]([OH:6])=[O:5]. Given the reactants [CH3:1][C:2]1[C:13]([O:14][CH:15]([CH3:17])[CH3:16])=[CH:12][CH:11]=[CH:10][C:3]=1[C:4]([O:6]C(C)C)=[O:5].[OH-].[Na+], predict the reaction product.